This data is from Reaction yield outcomes from USPTO patents with 853,638 reactions. The task is: Predict the reaction yield, written as a fraction of the theoretical maximum amount of product (1.0 means a 100% yield; for example, 0.34 means a 34% yield). (1) The reactants are C1COCC1.O.[O:7]1[CH2:12][CH2:11][O:10][C:9]2[CH:13]=[CH:14][C:15]([CH:17]([CH3:23])[C:18]([O:20]CC)=[O:19])=[CH:16][C:8]1=2.[OH-].[Na+].C(O)(=O)C. The catalyst is O. The product is [O:7]1[CH2:12][CH2:11][O:10][C:9]2[CH:13]=[CH:14][C:15]([CH:17]([CH3:23])[C:18]([OH:20])=[O:19])=[CH:16][C:8]1=2. The yield is 1.00. (2) The reactants are [CH:1]([O:4][C:5]([N:7]1[CH2:12][CH2:11][CH:10]([O:13][C:14]2[C:19]([CH3:20])=[C:18](Cl)[N:17]=[CH:16][N:15]=2)[CH2:9][CH2:8]1)=[O:6])([CH3:3])[CH3:2].[CH3:22][C:23]1[C:28]([OH:29])=[CH:27][CH:26]=[CH:25][N:24]=1.C([O-])([O-])=O.[K+].[K+]. The catalyst is CN(C=O)C. The product is [CH:1]([O:4][C:5]([N:7]1[CH2:12][CH2:11][CH:10]([O:13][C:14]2[C:19]([CH3:20])=[C:18]([O:29][C:28]3[C:23]([CH3:22])=[N:24][CH:25]=[CH:26][CH:27]=3)[N:17]=[CH:16][N:15]=2)[CH2:9][CH2:8]1)=[O:6])([CH3:3])[CH3:2]. The yield is 0.880. (3) The reactants are [CH:1]1([N:4]2[C:13]3[C:8](=[N:9][CH:10]=[C:11]([CH2:14][C:15]4[CH:20]=[CH:19][C:18]([F:21])=[CH:17][CH:16]=4)[CH:12]=3)[C:7]([OH:22])=[C:6]([C:23](OCC)=[O:24])[C:5]2=[O:28])[CH2:3][CH2:2]1.[NH2:29][CH2:30][CH2:31][OH:32]. The catalyst is C(O)C. The product is [CH:1]1([N:4]2[C:13]3[C:8](=[N:9][CH:10]=[C:11]([CH2:14][C:15]4[CH:20]=[CH:19][C:18]([F:21])=[CH:17][CH:16]=4)[CH:12]=3)[C:7]([OH:22])=[C:6]([C:23]([NH:29][CH2:30][CH2:31][OH:32])=[O:24])[C:5]2=[O:28])[CH2:3][CH2:2]1. The yield is 0.640. (4) The reactants are [CH2:1]([O:3][C:4]([C:6]1([CH2:28][CH2:29][CH2:30][C:31]([O:33][CH2:34][CH3:35])=[O:32])[CH2:12][CH2:11][N:10]([S:13]([C:16]2[CH:21]=[CH:20][C:19]([CH3:22])=[CH:18][CH:17]=2)(=[O:15])=[O:14])[C:9]2[CH:23]=[CH:24][CH:25]=[CH:26][C:8]=2[C:7]1=O)=[O:5])[CH3:2].FC(F)(F)C(O)=O.B(F)(F)F.CCOCC.CS(O)(=O)=O.C([SiH](CC)CC)C. The catalyst is ClCCCl. The product is [CH2:1]([O:3][C:4]([C:6]1([CH2:28][CH2:29][CH2:30][C:31]([O:33][CH2:34][CH3:35])=[O:32])[CH2:12][CH2:11][N:10]([S:13]([C:16]2[CH:17]=[CH:18][C:19]([CH3:22])=[CH:20][CH:21]=2)(=[O:15])=[O:14])[C:9]2[CH:23]=[CH:24][CH:25]=[CH:26][C:8]=2[CH2:7]1)=[O:5])[CH3:2]. The yield is 0.530. (5) The reactants are C([O:3][C:4](=[O:50])[CH2:5][CH2:6][CH2:7][O:8][C:9]1[CH:14]=[CH:13][CH:12]=[C:11]([CH2:15][CH2:16][CH2:17][CH2:18][CH2:19][CH2:20][O:21][C:22]2[CH:27]=[C:26]([S:28]([CH3:31])(=[O:30])=[O:29])[CH:25]=[C:24]([C:32]3[CH:42]=[CH:41][C:35]4[O:36][C:37]([F:40])([F:39])[O:38][C:34]=4[CH:33]=3)[CH:23]=2)[C:10]=1[CH2:43][CH2:44][C:45]([O:47]CC)=[O:46])C.[OH-].[Na+].Cl. The catalyst is C(O)C.O. The product is [C:45]([CH2:44][CH2:43][C:10]1[C:11]([CH2:15][CH2:16][CH2:17][CH2:18][CH2:19][CH2:20][O:21][C:22]2[CH:27]=[C:26]([S:28]([CH3:31])(=[O:29])=[O:30])[CH:25]=[C:24]([C:32]3[CH:42]=[CH:41][C:35]4[O:36][C:37]([F:40])([F:39])[O:38][C:34]=4[CH:33]=3)[CH:23]=2)=[CH:12][CH:13]=[CH:14][C:9]=1[O:8][CH2:7][CH2:6][CH2:5][C:4]([OH:50])=[O:3])([OH:47])=[O:46]. The yield is 0.870. (6) The reactants are [CH2:1]([O:3][C:4](=[O:18])[C:5]1[CH:10]=[C:9]([O:11][CH2:12][CH3:13])[C:8]([NH2:14])=[C:7]([O:15][CH2:16][CH3:17])[CH:6]=1)[CH3:2].C(O)(=O)C.CO[CH:25]1[CH2:29][CH2:28][CH:27](OC)O1. The product is [CH2:1]([O:3][C:4](=[O:18])[C:5]1[CH:10]=[C:9]([O:11][CH2:12][CH3:13])[C:8]([N:14]2[CH:25]=[CH:29][CH:28]=[CH:27]2)=[C:7]([O:15][CH2:16][CH3:17])[CH:6]=1)[CH3:2]. The yield is 0.820. The catalyst is CCCCCCC. (7) The yield is 0.810. The catalyst is [Ni].CC(O)CC. The product is [CH3:1][O:2][CH:3]1[O:9][C@H:8]([CH3:10])[C@@H:6]([OH:7])[C@H:4]1[OH:5]. The reactants are [CH3:1][O:2][CH:3]1[O:9][C@H:8]([CH2:10]Cl)[C@@H:6]([OH:7])[C@H:4]1[OH:5].C([O-])([O-])=O.[Na+].[Na+].[H][H].